From a dataset of Peptide-MHC class II binding affinity with 134,281 pairs from IEDB. Regression. Given a peptide amino acid sequence and an MHC pseudo amino acid sequence, predict their binding affinity value. This is MHC class II binding data. The peptide sequence is INEPTAAWIAYGLDR. The MHC is HLA-DQA10102-DQB10602 with pseudo-sequence HLA-DQA10102-DQB10602. The binding affinity (normalized) is 0.771.